Dataset: Forward reaction prediction with 1.9M reactions from USPTO patents (1976-2016). Task: Predict the product of the given reaction. (1) Given the reactants C([N:3]([CH2:21][CH3:22])[C:4](=[O:20])[C:5]1[CH:10]=[CH:9][CH:8]=[CH:7][C:6]=1[CH2:11][C:12]1[CH:17]=[CH:16][CH:15]=[C:14]([O:18][CH3:19])[CH:13]=1)C.C(C1[CH2:30][CH2:29][N:28]([CH3:31])[CH2:27][CH2:26]1)#N, predict the reaction product. The product is: [CH3:19][O:18][C:14]1[CH:13]=[C:12]([C:11]2[C:6]3[C:5](=[CH:10][CH:9]=[CH:8][CH:7]=3)[C:4](=[O:20])[NH:3][C:21]=2[CH:22]2[CH2:30][CH2:29][N:28]([CH3:31])[CH2:27][CH2:26]2)[CH:17]=[CH:16][CH:15]=1. (2) Given the reactants [C:1]([NH:6][C:7]1[NH:8][C:9](=[O:42])[C:10]2[N:11]=[CH:12][N:13]([C@@H:16]3[O:28][C@H:27]([CH2:29][O:30][C:31]4(C(=O)C(C)C)[CH2:36][CH2:35][CH2:34][CH2:33][O:32]4)[C@@H:19]([O:20][CH:21]4[CH2:26][CH2:25][CH2:24][CH2:23][O:22]4)[C@@H:17]3[OH:18])[C:14]=2[N:15]=1)(=[O:5])[CH:2]([CH3:4])[CH3:3].[OH-].[Na+].CCO.CO.C([O-])(O)=O.[Na+], predict the reaction product. The product is: [C:1]([NH:6][C:7]1[NH:8][C:9](=[O:42])[C:10]2[N:11]=[CH:12][N:13]([C@@H:16]3[O:28][C@H:27]([CH2:29][O:30][CH:31]4[CH2:36][CH2:35][CH2:34][CH2:33][O:32]4)[C@@H:19]([O:20][CH:21]4[CH2:26][CH2:25][CH2:24][CH2:23][O:22]4)[C@@H:17]3[OH:18])[C:14]=2[N:15]=1)(=[O:5])[CH:2]([CH3:4])[CH3:3]. (3) Given the reactants [Na].[CH2:2]1[CH2:6][O:5][CH2:4][CH2:3]1.[CH3:7][C:8]1[C:13]([CH3:14])=[C:12](Cl)[CH:11]=[CH:10][N+:9]=1[O-:16].[OH2:17], predict the reaction product. The product is: [CH3:6][O:5][CH2:4][CH2:3][CH2:2][O:17][C:12]1[CH:11]=[CH:10][N+:9]([O-:16])=[C:8]([CH3:7])[C:13]=1[CH3:14]. (4) Given the reactants [NH2:1][C:2]1[C:3]([NH:9][C@H:10]2[C@@H:14]3[O:15][C:16]([CH3:19])([CH3:18])[O:17][C@@H:13]3[C@H:12]([CH2:20][N:21]([CH3:36])[CH2:22][CH2:23][CH2:24][N:25]3[C:33](=[O:34])[C:32]4[C:27](=[CH:28][CH:29]=[CH:30][CH:31]=4)[C:26]3=[O:35])[CH2:11]2)=[N:4][CH:5]=[N:6][C:7]=1[Cl:8].[CH:37]([O-])([O-])OCC, predict the reaction product. The product is: [Cl:8][C:7]1[N:6]=[CH:5][N:4]=[C:3]2[C:2]=1[N:1]=[CH:37][N:9]2[C@H:10]1[C@@H:14]2[O:15][C:16]([CH3:18])([CH3:19])[O:17][C@@H:13]2[C@H:12]([CH2:20][N:21]([CH3:36])[CH2:22][CH2:23][CH2:24][N:25]2[C:26](=[O:35])[C:27]3[C:32](=[CH:31][CH:30]=[CH:29][CH:28]=3)[C:33]2=[O:34])[CH2:11]1. (5) Given the reactants [CH:1]1([CH:4]([N:8]2[CH:12]=[C:11]([C:13]3[N:18]4[CH:19]=[CH:20][N:21]=[C:17]4[CH:16]=[C:15]([C:22]4[CH:23]=[N:24][N:25]([CH3:27])[CH:26]=4)[N:14]=3)[CH:10]=[N:9]2)[CH2:5][C:6]#[N:7])[CH2:3][CH2:2]1.[B-](F)(F)(F)[F:29].[B-](F)(F)(F)F.C1[N+]2(CCl)CC[N+](F)(CC2)C1.C(O)(=O)C, predict the reaction product. The product is: [CH:1]1([CH:4]([N:8]2[CH:12]=[C:11]([C:13]3[N:18]4[C:19]([F:29])=[CH:20][N:21]=[C:17]4[CH:16]=[C:15]([C:22]4[CH:23]=[N:24][N:25]([CH3:27])[CH:26]=4)[N:14]=3)[CH:10]=[N:9]2)[CH2:5][C:6]#[N:7])[CH2:3][CH2:2]1. (6) Given the reactants [CH2:1]([N:8]1[CH:12]=[CH:11][N:10]=[C:9]1[N:13]1[C:21]2[CH:20]=[CH:19][N:18]=[CH:17][C:16]=2[N:15]=[N:14]1)[C:2]1[CH:7]=[CH:6][CH:5]=[CH:4][CH:3]=1.[CH3:22]C1C(N2C3C=CN=CC=3N=N2)=NC=C(C)C=1.[Cl:39][C:40]1[C:48]([Cl:49])=[CH:47][CH:46]=[CH:45][C:41]=1[C:42](Cl)=[O:43].ClC1C(C(F)(F)F)=CC=CC=1C(Cl)=O, predict the reaction product. The product is: [CH2:1]([N:8]1[CH:12]=[CH:11][N:10]=[C:9]1[N:13]1[C:21]2[CH:20]=[CH:19][N:18]([C:42]([C:41]3[CH:45]=[CH:46][CH:47]=[C:48]([Cl:49])[C:40]=3[Cl:39])=[O:43])[CH:17]([CH3:22])[C:16]=2[N:15]=[N:14]1)[C:2]1[CH:7]=[CH:6][CH:5]=[CH:4][CH:3]=1.